Dataset: Forward reaction prediction with 1.9M reactions from USPTO patents (1976-2016). Task: Predict the product of the given reaction. (1) Given the reactants [F:1][C:2]1[CH:3]=[N:4][C:5]([N:8]2[CH2:16][C@@H:15]3[C@@:10]([C:26]4[S:27][C:28]([F:31])=[CH:29][CH:30]=4)([N:11]=[C:12]([NH:17]C(=O)C4C=CC=CC=4)[S:13][CH2:14]3)[CH2:9]2)=[N:6][CH:7]=1.[OH-].[Li+], predict the reaction product. The product is: [F:1][C:2]1[CH:7]=[N:6][C:5]([N:8]2[CH2:16][C@@H:15]3[C@@:10]([C:26]4[S:27][C:28]([F:31])=[CH:29][CH:30]=4)([N:11]=[C:12]([NH2:17])[S:13][CH2:14]3)[CH2:9]2)=[N:4][CH:3]=1. (2) Given the reactants C(Cl)(=O)C(Cl)=O.CS(C)=O.ClC1C=C([C:18]2[C:23]3[N:24]([CH2:36][C@H:37]4[CH2:42][CH2:41][C@H:40]([CH3:43])[CH2:39][CH2:38]4)[C:25](N4C[C@H](OC)C[C@H]4CO)=[N:26][C:22]=3[CH:21]=[C:20]([C:44]#[N:45])[N:19]=2)C=NC=1.C(N(CC)CC)C, predict the reaction product. The product is: [CH3:43][C@H:40]1[CH2:41][CH2:42][C@H:37]([CH2:36][N:24]2[C:23]3[CH:18]=[N:19][C:20]([C:44]#[N:45])=[CH:21][C:22]=3[N:26]=[CH:25]2)[CH2:38][CH2:39]1. (3) Given the reactants [Cl:1][C:2]1[N:7]=[C:6](Cl)[C:5]2=[CH:9][CH:10]=[CH:11][N:4]2[N:3]=1.[C:12]([O:16][C:17]([N:19]1[CH2:24][CH2:23][CH2:22][C@@H:21]([NH2:25])[CH2:20]1)=[O:18])([CH3:15])([CH3:14])[CH3:13].C(N(CC)C(C)C)(C)C, predict the reaction product. The product is: [Cl:1][C:2]1[N:7]=[C:6]([NH:25][C@@H:21]2[CH2:22][CH2:23][CH2:24][N:19]([C:17]([O:16][C:12]([CH3:15])([CH3:14])[CH3:13])=[O:18])[CH2:20]2)[C:5]2=[CH:9][CH:10]=[CH:11][N:4]2[N:3]=1. (4) The product is: [CH:1]1[C:10]2[C:5](=[CH:6][CH:7]=[CH:8][CH:9]=2)[CH:4]=[CH:3][C:2]=1[CH2:11][CH2:12][C:13]([NH:19][C:18]1[CH:20]=[CH:21][CH:22]=[CH:23][C:17]=1[C:16]([OH:25])=[O:24])=[O:15]. Given the reactants [CH:1]1[C:10]2[C:5](=[CH:6][CH:7]=[CH:8][CH:9]=2)[CH:4]=[CH:3][C:2]=1[CH2:11][CH2:12][C:13]([OH:15])=O.[C:16]([OH:25])(=[O:24])[C:17]1[C:18](=[CH:20][CH:21]=[CH:22][CH:23]=1)[NH2:19].C1(C)C=CC(S([O-])(=O)=O)=CC=1.[NH+]1C=CC=CC=1, predict the reaction product. (5) Given the reactants [CH2:1]([Mg]Br)[CH3:2].[CH3:5][N:6]1[C:11](=O)[CH2:10][CH2:9][C:8]([NH:19][C:20](=[O:22])[OH:21])([C:13]2[CH:18]=[CH:17][CH:16]=[CH:15][CH:14]=2)[CH2:7]1, predict the reaction product. The product is: [C:8]([O:21][C:20](=[O:22])[NH:19][C:8]1([C:13]2[CH:18]=[CH:17][CH:16]=[CH:15][CH:14]=2)[CH2:9][CH2:10][C:11]2([CH2:2][CH2:1]2)[N:6]([CH3:5])[CH2:7]1)([CH3:13])([CH3:9])[CH3:7]. (6) Given the reactants [CH3:1][C:2]1[CH:7]=[CH:6][C:5]([S:8]([O:11][CH2:12][CH:13]([OH:33])[CH2:14][C:15]2[C:16]([O:25]CC3C=CC=CC=3)=[C:17]3[C:21](=[CH:22][C:23]=2[Cl:24])[CH2:20][CH2:19][CH2:18]3)(=[O:10])=[O:9])=[CH:4][CH:3]=1.Cl.[Si](OCC(O)CC1C=CC2CCCC=2C=1O)(C(C)(C)C)(C)C, predict the reaction product. The product is: [CH3:1][C:2]1[CH:3]=[CH:4][C:5]([S:8]([O:11][CH2:12][CH:13]([OH:33])[CH2:14][C:15]2[C:16]([OH:25])=[C:17]3[C:21](=[CH:22][C:23]=2[Cl:24])[CH2:20][CH2:19][CH2:18]3)(=[O:9])=[O:10])=[CH:6][CH:7]=1. (7) Given the reactants [CH:1]1([C:4]([N:6]2[CH2:11][CH2:10][N:9]([C:12]3[CH:20]=[CH:19][C:15]([C:16](O)=[O:17])=[CH:14][CH:13]=3)[CH2:8][CH2:7]2)=[O:5])[CH2:3][CH2:2]1.CCN=C=NCCCN(C)C.Cl.ON1C2N=CC=CC=2N=N1.ClCCl.[Br:46][C:47]1[CH:53]=[CH:52][C:50]([NH2:51])=[CH:49][CH:48]=1.C(N(CC)C(C)C)(C)C, predict the reaction product. The product is: [Br:46][C:47]1[CH:53]=[CH:52][C:50]([NH:51][C:16](=[O:17])[C:15]2[CH:14]=[CH:13][C:12]([N:9]3[CH2:10][CH2:11][N:6]([C:4]([CH:1]4[CH2:2][CH2:3]4)=[O:5])[CH2:7][CH2:8]3)=[CH:20][CH:19]=2)=[CH:49][CH:48]=1. (8) Given the reactants [Cl:1][C:2]1[C:3]([NH:10][CH2:11][C:12]([NH:15][C:16](=[O:24])[C:17]2[CH:22]=[CH:21][C:20]([F:23])=[CH:19][CH:18]=2)([CH3:14])[CH3:13])=[N:4][CH:5]=[C:6]([CH:8]=O)[CH:7]=1.C(O)(=O)[CH2:26][C:27]([OH:29])=[O:28].N1CCCCC1, predict the reaction product. The product is: [Cl:1][C:2]1[CH:7]=[C:6](/[CH:8]=[CH:26]/[C:27]([OH:29])=[O:28])[CH:5]=[N:4][C:3]=1[NH:10][CH2:11][C:12]([NH:15][C:16](=[O:24])[C:17]1[CH:22]=[CH:21][C:20]([F:23])=[CH:19][CH:18]=1)([CH3:14])[CH3:13]. (9) Given the reactants [CH2:1]1[C:9]2[C:4](=[CH:5][CH:6]=[CH:7][CH:8]=2)[C@H:3]([NH2:10])[C@@H:2]1[OH:11].C(N(CC)CC)C.[C:19](Cl)(=[O:23])[CH2:20][CH2:21][CH3:22], predict the reaction product. The product is: [OH:11][C@@H:2]1[CH2:1][C:9]2[C:4](=[CH:5][CH:6]=[CH:7][CH:8]=2)[C@@H:3]1[NH:10][C:19](=[O:23])[CH2:20][CH2:21][CH3:22]. (10) Given the reactants [Cl:1][C:2]1[N:7]=[C:6]([OH:8])[CH:5]=[CH:4][CH:3]=1.C([O-])([O-])=O.[K+].[K+].[CH:15]1(Br)[CH2:19][CH2:18][CH2:17][CH2:16]1, predict the reaction product. The product is: [Cl:1][C:2]1[CH:3]=[CH:4][CH:5]=[C:6]([O:8][CH:15]2[CH2:19][CH2:18][CH2:17][CH2:16]2)[N:7]=1.